From a dataset of Catalyst prediction with 721,799 reactions and 888 catalyst types from USPTO. Predict which catalyst facilitates the given reaction. (1) The catalyst class is: 5. Product: [Si:1]([N:18]1[C@H:19]([CH2:23][OH:24])[CH2:20][C:21]1=[O:22])([C:14]([CH3:17])([CH3:15])[CH3:16])([C:8]1[CH:13]=[CH:12][CH:11]=[CH:10][CH:9]=1)[C:2]1[CH:7]=[CH:6][CH:5]=[CH:4][CH:3]=1. Reactant: [Si:1]([N:18]1[C:21](=[O:22])[CH2:20][C@H:19]1[C:23](OCC1C=CC=CC=1)=[O:24])([C:14]([CH3:17])([CH3:16])[CH3:15])([C:8]1[CH:13]=[CH:12][CH:11]=[CH:10][CH:9]=1)[C:2]1[CH:7]=[CH:6][CH:5]=[CH:4][CH:3]=1.[BH4-].[Na+]. (2) The catalyst class is: 7. Reactant: [H-].[Na+].[F:3][C:4]1[CH:9]=[C:8]([F:10])[CH:7]=[CH:6][C:5]=1[C:11]1[NH:15][C:14]([C:16]2[CH:21]=[CH:20][CH:19]=[C:18]([C:22]([F:25])([F:24])[F:23])[CH:17]=2)=[N:13][C:12]=1[CH2:26][N:27]1[CH2:32][CH2:31][O:30][CH2:29][CH2:28]1.I[CH3:34]. Product: [F:3][C:4]1[CH:9]=[C:8]([F:10])[CH:7]=[CH:6][C:5]=1[C:11]1[N:15]=[C:14]([C:16]2[CH:21]=[CH:20][CH:19]=[C:18]([C:22]([F:23])([F:25])[F:24])[CH:17]=2)[N:13]([CH3:34])[C:12]=1[CH2:26][N:27]1[CH2:28][CH2:29][O:30][CH2:31][CH2:32]1. (3) Reactant: [CH3:1][Si:2]([CH3:22])([CH3:21])[CH2:3][CH2:4][O:5][CH2:6][N:7]1[CH:11]=[CH:10][C:9]([NH:12][C:13]2[N:18]=[C:17]([CH2:19]O)[CH:16]=[N:15][CH:14]=2)=[N:8]1.C(N(CC)C(C)C)(C)C.CS(Cl)(=O)=O.[O:37]1[CH2:42][CH2:41][CH2:40][CH2:39][CH:38]1[O:43][CH:44]1[CH2:50][NH:49][CH2:48][CH2:47][NH:46][CH2:45]1. Product: [O:37]1[CH2:42][CH2:41][CH2:40][CH2:39][CH:38]1[O:43][CH:44]1[CH2:50][N:49]([CH2:19][C:17]2[N:18]=[C:13]([NH:12][C:9]3[CH:10]=[CH:11][N:7]([CH2:6][O:5][CH2:4][CH2:3][Si:2]([CH3:22])([CH3:21])[CH3:1])[N:8]=3)[CH:14]=[N:15][CH:16]=2)[CH2:48][CH2:47][NH:46][CH2:45]1. The catalyst class is: 22. (4) Reactant: C([NH:8][C:9]1[C:10]([CH3:31])=[C:11]([CH3:30])[C:12]2[O:16][CH2:15][CH:14]([C:17]3[CH:22]=[CH:21][C:20]([CH:23]4[O:27][CH2:26][CH2:25][O:24]4)=[CH:19][CH:18]=3)[C:13]=2[C:28]=1[CH3:29])C1C=CC=CC=1. Product: [O:24]1[CH2:25][CH2:26][O:27][CH:23]1[C:20]1[CH:19]=[CH:18][C:17]([CH:14]2[C:13]3[C:28]([CH3:29])=[C:9]([NH2:8])[C:10]([CH3:31])=[C:11]([CH3:30])[C:12]=3[O:16][CH2:15]2)=[CH:22][CH:21]=1. The catalyst class is: 81. (5) Reactant: [CH2:1]([O:8][C:9]1[CH:14]=[CH:13][C:12](B(O)O)=[CH:11][CH:10]=1)[C:2]1[CH:7]=[CH:6][CH:5]=[CH:4][CH:3]=1.[F-].[Cs+].Cl[C:21]1[CH:29]=[C:28]2[C:24]([C:25]([NH:38][C:39](=[O:43])[CH2:40][CH2:41][CH3:42])=[N:26][N:27]2[CH2:30][O:31][CH2:32][CH2:33][Si:34]([CH3:37])([CH3:36])[CH3:35])=[CH:23][CH:22]=1. Product: [C:2]1([CH2:1][O:8][C:9]2[CH:14]=[CH:13][C:12]([C:21]3[CH:29]=[C:28]4[C:24]([C:25]([NH:38][C:39](=[O:43])[CH2:40][CH2:41][CH3:42])=[N:26][N:27]4[CH2:30][O:31][CH2:32][CH2:33][Si:34]([CH3:37])([CH3:35])[CH3:36])=[CH:23][CH:22]=3)=[CH:11][CH:10]=2)[CH:7]=[CH:6][CH:5]=[CH:4][CH:3]=1. The catalyst class is: 160. (6) Reactant: [NH4+].[N:2]#[C:3][S-:4].[CH3:5][O:6][C:7]1[CH:8]=[C:9]([CH:11]=[C:12]([O:14][CH3:15])[CH:13]=1)[NH2:10]. Product: [CH3:15][O:14][C:12]1[CH:11]=[C:9]([NH:10][C:3]([NH2:2])=[S:4])[CH:8]=[C:7]([O:6][CH3:5])[CH:13]=1. The catalyst class is: 126.